From a dataset of Catalyst prediction with 721,799 reactions and 888 catalyst types from USPTO. Predict which catalyst facilitates the given reaction. Reactant: [CH3:1][C@H:2]([NH:20]C(=O)OC(C)(C)C)[C:3](=[O:19])[NH:4][C:5]1[CH:18]=[CH:17][C:8]2[O:9][C:10]3[CH2:16][CH2:15][CH2:14][CH2:13][CH2:12][C:11]=3[C:7]=2[CH:6]=1.ClCCl.O1CCO[CH2:33][CH2:32]1. Product: [CH:6]1[C:7]2[C:11]3[CH2:12][CH2:13][CH2:14][CH2:15][CH2:16][C:10]=3[O:9][C:8]=2[CH:17]=[CH:18][C:5]=1[NH:4][C:3](=[O:19])[C@@H:2]1[CH2:1][CH2:33][CH2:32][NH:20]1. The catalyst class is: 33.